This data is from Reaction yield outcomes from USPTO patents with 853,638 reactions. The task is: Predict the reaction yield, written as a fraction of the theoretical maximum amount of product (1.0 means a 100% yield; for example, 0.34 means a 34% yield). (1) The reactants are C[O:2][C:3]([C:5]1[S:6][CH:7]=[C:8]([Br:12])[C:9]=1[O:10][CH3:11])=[O:4].[OH-].[Na+]. The catalyst is O1CCCC1. The product is [Br:12][C:8]1[C:9]([O:10][CH3:11])=[C:5]([C:3]([OH:4])=[O:2])[S:6][CH:7]=1. The yield is 0.900. (2) The yield is 0.980. The catalyst is C(O)C. The reactants are Cl[C:2]1[N:7]=[N:6][C:5]2[C:8]3[CH:16]=[CH:15][CH:14]=[CH:13][C:9]=3[CH2:10][CH2:11][CH2:12][C:4]=2[CH:3]=1.[NH2:17][NH2:18].O. The product is [NH:17]([C:2]1[N:7]=[N:6][C:5]2[C:8]3[CH:16]=[CH:15][CH:14]=[CH:13][C:9]=3[CH2:10][CH2:11][CH2:12][C:4]=2[CH:3]=1)[NH2:18]. (3) The reactants are NCCC[CH:5]([NH2:9])[CH2:6][CH2:7][NH2:8].[CH:10](=O)[CH3:11]. The catalyst is C(Cl)(Cl)Cl. The product is [NH2:8][CH2:7][CH2:6][CH2:5][N:9]1[CH2:5][CH2:6][CH2:7][NH:8][CH:10]1[CH3:11]. The yield is 0.830. (4) The reactants are [CH3:1][CH:2]1[CH2:8][C:7]2[CH:9]=[C:10]3[O:15][CH2:14][O:13][C:11]3=[CH:12][C:6]=2[C:5]([C:16]2[CH:21]=[CH:20][C:19]([N+:22]([O-:24])=[O:23])=[CH:18][CH:17]=2)=[N:4][N:3]1[C:25](=[S:27])[NH2:26].Br[CH2:29][C:30](=O)[C:31]([O:33][CH2:34][CH3:35])=[O:32]. The catalyst is CN(C)C=O. The product is [CH2:34]([O:33][C:31]([C:30]1[N:26]=[C:25]([N:3]2[CH:2]([CH3:1])[CH2:8][C:7]3[CH:9]=[C:10]4[O:15][CH2:14][O:13][C:11]4=[CH:12][C:6]=3[C:5]([C:16]3[CH:17]=[CH:18][C:19]([N+:22]([O-:24])=[O:23])=[CH:20][CH:21]=3)=[N:4]2)[S:27][CH:29]=1)=[O:32])[CH3:35]. The yield is 0.850. (5) The reactants are [CH2:1]([O:3][C:4](=[O:12])[C:5]1[CH:10]=[CH:9][CH:8]=[N:7][C:6]=1Cl)[CH3:2].C(N(CC)CC)C.[F:20][C:21]1[CH:22]=[C:23]([CH:26]=[CH:27][C:28]=1[F:29])[CH2:24][NH2:25]. The catalyst is CS(C)=O.C(OCC)(=O)C. The product is [CH2:1]([O:3][C:4](=[O:12])[C:5]1[CH:10]=[CH:9][CH:8]=[N:7][C:6]=1[NH:25][CH2:24][C:23]1[CH:26]=[CH:27][C:28]([F:29])=[C:21]([F:20])[CH:22]=1)[CH3:2]. The yield is 0.540. (6) The reactants are [OH:1][CH:2]([C:6]1[CH:14]=[CH:13][C:9]([C:10]([OH:12])=O)=[CH:8][CH:7]=1)[CH2:3][CH2:4][CH3:5].Cl.[NH2:16][CH2:17][CH2:18][C:19]([O:21][CH2:22][CH3:23])=[O:20].F[P-](F)(F)(F)(F)F.N1(OC(N(C)C)=[N+](C)C)C2N=CC=CC=2N=N1.C(N(C(C)C)CC)(C)C. The catalyst is CN(C)C=O. The product is [OH:1][CH:2]([C:6]1[CH:7]=[CH:8][C:9]([C:10]([NH:16][CH2:17][CH2:18][C:19]([O:21][CH2:22][CH3:23])=[O:20])=[O:12])=[CH:13][CH:14]=1)[CH2:3][CH2:4][CH3:5]. The yield is 0.930. (7) The catalyst is ClCCl. The product is [CH3:1][O:2][C:3]1[CH:9]=[CH:8][C:7]([N+:10]([O-:12])=[O:11])=[CH:6][C:4]=1[NH:5][C:20](=[O:23])[CH2:21][CH3:22]. The yield is 0.980. The reactants are [CH3:1][O:2][C:3]1[CH:9]=[CH:8][C:7]([N+:10]([O-:12])=[O:11])=[CH:6][C:4]=1[NH2:5].C(N(CC)CC)C.[C:20](Cl)(=[O:23])[CH2:21][CH3:22]. (8) The reactants are [CH3:1][O:2][C:3]([CH:5]1[CH2:10][N:9]([C:11](=[O:23])[C:12]2[CH:17]=[C:16]([F:18])[CH:15]=[CH:14][C:13]=2[C:19]([F:22])([F:21])[F:20])[CH2:8][CH2:7][N:6]1C(OC(C)(C)C)=O)=[O:4].C(OC(C)=O)C.[ClH:37]. No catalyst specified. The product is [ClH:37].[CH3:1][O:2][C:3]([CH:5]1[CH2:10][N:9]([C:11](=[O:23])[C:12]2[CH:17]=[C:16]([F:18])[CH:15]=[CH:14][C:13]=2[C:19]([F:22])([F:21])[F:20])[CH2:8][CH2:7][NH:6]1)=[O:4]. The yield is 0.976. (9) The reactants are [C:1]([O:5][C:6]([N:8]1[CH2:13][CH2:12][N:11]([C:14](=[S:20])[N:15]=[CH:16]N(C)C)[CH2:10][CH2:9]1)=[O:7])([CH3:4])([CH3:3])[CH3:2].Br[CH2:22][C:23](=[O:28])[C:24]([CH3:27])([CH3:26])[CH3:25]. No catalyst specified. The product is [C:1]([O:5][C:6]([N:8]1[CH2:9][CH2:10][N:11]([C:14]2[S:20][C:22]([C:23](=[O:28])[C:24]([CH3:27])([CH3:26])[CH3:25])=[CH:16][N:15]=2)[CH2:12][CH2:13]1)=[O:7])([CH3:2])([CH3:3])[CH3:4]. The yield is 0.870.